From a dataset of Catalyst prediction with 721,799 reactions and 888 catalyst types from USPTO. Predict which catalyst facilitates the given reaction. (1) Reactant: Br[C:2]1([CH2:15][Br:16])[O:6][C:5](=[O:7])[CH:4]=[C:3]1[CH2:8][CH2:9][CH2:10][CH2:11][CH2:12][CH2:13][CH3:14].[CH2:17]([NH2:24])[C:18]1[CH:23]=[CH:22][CH:21]=[CH:20][CH:19]=1.ClCCl. Product: [CH2:17]([N:24]1[C:2]([CH2:15][Br:16])([OH:6])[C:3]([CH2:8][CH2:9][CH2:10][CH2:11][CH2:12][CH2:13][CH3:14])=[CH:4][C:5]1=[O:7])[C:18]1[CH:23]=[CH:22][CH:21]=[CH:20][CH:19]=1. The catalyst class is: 8. (2) Reactant: [C:1]([C:4]1[CH:5]=[CH:6][C:7]2[CH2:14][CH:13]3[C:15]4([CH2:19][N:18]([CH2:20][CH2:21][CH3:22])[S:17](=[O:24])(=[O:23])[NH:16]4)[CH:10]([CH2:11][CH2:12]3)[CH2:9][C:8]=2[CH:25]=1)(O)=O.C[N:27](C(ON1N=NC2C=CC=CC1=2)=[N+](C)C)C.F[P-](F)(F)(F)(F)F.C(N(C(C)C)CC)(C)C.Cl.FC1C=CC(C(=O)CN)=CC=1. Product: [C:1]([C:4]1[CH:5]=[CH:6][C:7]2[CH2:14][CH:13]3[C:15]4([CH2:19][N:18]([CH2:20][CH2:21][CH3:22])[S:17](=[O:24])(=[O:23])[NH:16]4)[CH:10]([CH2:11][CH2:12]3)[CH2:9][C:8]=2[CH:25]=1)#[N:27]. The catalyst class is: 47. (3) The catalyst class is: 67. Product: [Cl:1][C:2]1[CH:3]=[C:4]2[C:8](=[C:9]([F:11])[CH:10]=1)[N:7]([S:12]([C:15]1[CH:20]=[CH:19][CH:18]=[CH:17][CH:16]=1)(=[O:13])=[O:14])[CH:6]=[C:5]2[C@@H:22]([C:43]1[CH:44]=[CH:45][C:46]([O:49][C:50]([F:51])([F:53])[F:52])=[CH:47][CH:48]=1)[C@@H:23]([C:27]1[CH:28]=[CH:29][C:30]([C:31]([NH:33][CH2:34][CH2:35][C:36]([O:38][CH2:39][CH3:40])=[O:37])=[O:32])=[CH:41][CH:42]=1)[CH2:24][CH2:25][CH3:26]. Reactant: [Cl:1][C:2]1[CH:3]=[C:4]2[C:8](=[C:9]([F:11])[CH:10]=1)[N:7]([S:12]([C:15]1[CH:20]=[CH:19][CH:18]=[CH:17][CH:16]=1)(=[O:14])=[O:13])[CH:6]=[CH:5]2.O[C@@H:22]([C:43]1[CH:48]=[CH:47][C:46]([O:49][C:50]([F:53])([F:52])[F:51])=[CH:45][CH:44]=1)[C@@H:23]([C:27]1[CH:42]=[CH:41][C:30]([C:31]([NH:33][CH2:34][CH2:35][C:36]([O:38][CH2:39][CH3:40])=[O:37])=[O:32])=[CH:29][CH:28]=1)[CH2:24][CH2:25][CH3:26]. (4) Reactant: [C:1]([O:5][C:6](=[O:25])[NH:7][C:8]1[CH:13]=[CH:12][C:11]([F:14])=[C:10]([O:15][C:16]2[CH:21]=[CH:20][C:19]([N+:22]([O-])=O)=[CH:18][N:17]=2)[CH:9]=1)([CH3:4])([CH3:3])[CH3:2].O1CCCC1. Product: [C:1]([O:5][C:6](=[O:25])[NH:7][C:8]1[CH:13]=[CH:12][C:11]([F:14])=[C:10]([O:15][C:16]2[CH:21]=[CH:20][C:19]([NH2:22])=[CH:18][N:17]=2)[CH:9]=1)([CH3:4])([CH3:2])[CH3:3]. The catalyst class is: 129. (5) Reactant: [C:1]([C:3]1[CH:8]=[CH:7][C:6]([C:9]2[N:13]3[CH:14]=[C:15]([C:18]4[CH:28]=[CH:27][C:21]([C:22]([O:24]CC)=[O:23])=[CH:20][CH:19]=4)[CH:16]=[CH:17][C:12]3=[N:11][CH:10]=2)=[CH:5][CH:4]=1)#[N:2].[Li+].[OH-]. Product: [C:1]([C:3]1[CH:4]=[CH:5][C:6]([C:9]2[N:13]3[CH:14]=[C:15]([C:18]4[CH:28]=[CH:27][C:21]([C:22]([OH:24])=[O:23])=[CH:20][CH:19]=4)[CH:16]=[CH:17][C:12]3=[N:11][CH:10]=2)=[CH:7][CH:8]=1)#[N:2]. The catalyst class is: 278. (6) Reactant: [C:1]([C:4]1[CH:5]=[C:6]([C:20]2[CH:25]=[CH:24][C:23]([O:26][CH3:27])=[C:22]([F:28])[CH:21]=2)[CH:7]=[C:8]2[C:16]=1[NH:15][C:14]1[CH:13]=[C:12]([C:17]([O-:19])=O)[CH:11]=[CH:10][C:9]2=1)(=[O:3])[NH2:2].CN(C(ON1N=NC2C=CC=NC1=2)=[N+](C)C)C.F[P-](F)(F)(F)(F)F.[NH:53]1[CH2:58][CH2:57][S:56](=[O:60])(=[O:59])[CH2:55][CH2:54]1. Product: [F:28][C:22]1[CH:21]=[C:20]([C:6]2[CH:5]=[C:4]([C:1]([NH2:2])=[O:3])[C:16]3[NH:15][C:14]4[C:9]([C:8]=3[CH:7]=2)=[CH:10][CH:11]=[C:12]([C:17]([N:53]2[CH2:58][CH2:57][S:56](=[O:60])(=[O:59])[CH2:55][CH2:54]2)=[O:19])[CH:13]=4)[CH:25]=[CH:24][C:23]=1[O:26][CH3:27]. The catalyst class is: 241. (7) Product: [Br:1][C:2]1[CH:7]=[CH:6][N:5]=[C:4]2[N:8]([S:11]([C:14]3[CH:20]=[CH:19][C:17]([CH3:18])=[CH:16][CH:15]=3)(=[O:13])=[O:12])[C:9]([I:29])=[CH:10][C:3]=12. The catalyst class is: 7. Reactant: [Br:1][C:2]1[CH:7]=[CH:6][N:5]=[C:4]2[N:8]([S:11]([C:14]3[CH:20]=[CH:19][C:17]([CH3:18])=[CH:16][CH:15]=3)(=[O:13])=[O:12])[CH:9]=[CH:10][C:3]=12.C([N-]C(C)C)(C)C.[Li+].[I:29]I. (8) Reactant: [Cl:1][C:2]1[CH:3]=[C:4]([NH:26][C:27]([C:29]2[S:33][C:32]3[CH:34]=[CH:35][C:36]([NH:38]C(=O)OC(C)(C)C)=[CH:37][C:31]=3[CH:30]=2)=[O:28])[CH:5]=[C:6]([C:8]([C:11]2[CH:16]=[C:15]([O:17][C:18]([F:21])([F:20])[F:19])[CH:14]=[C:13]([O:22][CH:23]([CH3:25])[CH3:24])[CH:12]=2)([CH3:10])[CH3:9])[CH:7]=1.C(O)(C(F)(F)F)=O. Product: [NH2:38][C:36]1[CH:35]=[CH:34][C:32]2[S:33][C:29]([C:27]([NH:26][C:4]3[CH:5]=[C:6]([C:8]([C:11]4[CH:16]=[C:15]([O:17][C:18]([F:19])([F:20])[F:21])[CH:14]=[C:13]([O:22][CH:23]([CH3:25])[CH3:24])[CH:12]=4)([CH3:9])[CH3:10])[CH:7]=[C:2]([Cl:1])[CH:3]=3)=[O:28])=[CH:30][C:31]=2[CH:37]=1. The catalyst class is: 2.